Dataset: Reaction yield outcomes from USPTO patents with 853,638 reactions. Task: Predict the reaction yield, written as a fraction of the theoretical maximum amount of product (1.0 means a 100% yield; for example, 0.34 means a 34% yield). (1) The reactants are [CH3:1][O:2][C:3]1[C:8]2[N:9]=[C:10]([NH:12][C:13]([C:15]3[S:16][C:17]([CH3:20])=[CH:18][CH:19]=3)=[O:14])[S:11][C:7]=2[C:6](I)=[CH:5][CH:4]=1.C[Sn](C)(C)[C:24]1[CH:25]=[C:26]([NH2:30])[CH:27]=[CH:28][CH:29]=1. No catalyst specified. The product is [NH2:30][C:26]1[CH:25]=[C:24]([C:6]2[C:7]3[S:11][C:10]([NH:12][C:13]([C:15]4[S:16][C:17]([CH3:20])=[CH:18][CH:19]=4)=[O:14])=[N:9][C:8]=3[C:3]([O:2][CH3:1])=[CH:4][CH:5]=2)[CH:29]=[CH:28][CH:27]=1. The yield is 0.560. (2) The reactants are [C:1](=O)([O-])[O-].[Cs+].[Cs+].[CH2:7]([C:9]1[CH:14]=[C:13]([C:15]2[CH:20]=[CH:19][CH:18]=[CH:17][CH:16]=2)[C:12]([OH:21])=[CH:11][CH:10]=1)[CH3:8].[CH3:22][O:23][C:24](=[O:43])[CH2:25][CH2:26][C:27]1[CH:32]=[CH:31][C:30]([O:33][CH2:34][CH2:35][C@@H:36](OS(C)(=O)=O)[CH3:37])=[CH:29][CH:28]=1. The catalyst is CN(C=O)C. The product is [CH3:22][O:23][C:24](=[O:43])[CH2:25][CH2:26][C:27]1[CH:32]=[CH:31][C:30]([O:33][CH2:34][CH2:35][CH:36]([O:21][C:12]2[CH:11]=[CH:10][C:9]([CH2:7][CH3:8])=[CH:14][C:13]=2[C:15]2[CH:16]=[CH:17][CH:18]=[CH:19][CH:20]=2)[CH3:37])=[CH:29][C:28]=1[CH3:1]. The yield is 0.550. (3) The reactants are [CH3:1][O:2][C:3]1[CH:4]=[C:5]2[C:9](=[CH:10][CH:11]=1)[NH:8][C:7](=[O:12])[CH2:6]2.[CH2:13]([N:15]([CH2:30][CH3:31])[CH2:16][CH2:17][CH2:18][NH:19][C:20]([C:22]1[NH:23][C:24]([CH:28]=O)=[CH:25][C:26]=1[CH3:27])=[O:21])[CH3:14]. No catalyst specified. The product is [CH2:30]([N:15]([CH2:13][CH3:14])[CH2:16][CH2:17][CH2:18][NH:19][C:20]([C:22]1[NH:23][C:24]([CH:28]=[C:6]2[C:5]3[C:9](=[CH:10][CH:11]=[C:3]([O:2][CH3:1])[CH:4]=3)[NH:8][C:7]2=[O:12])=[CH:25][C:26]=1[CH3:27])=[O:21])[CH3:31]. The yield is 0.390. (4) The reactants are [C:1]([C:3]1[CH:8]=[CH:7][CH:6]=[CH:5][C:4]=1[C:9]1[CH:14]=[CH:13][C:12]([CH2:15][C:16]2[C:17](=[O:44])[N:18]([C@H:28]3[CH2:33][CH2:32][C@H:31]([O:34][CH:35]([CH2:41][CH2:42][OH:43])[C:36]([O:38][CH2:39][CH3:40])=[O:37])[CH2:30][CH2:29]3)[C:19]3[N:20]([N:25]=[CH:26][N:27]=3)[C:21]=2[CH2:22][CH2:23][CH3:24])=[CH:11][CH:10]=1)#[N:2].[CH3:45][C:46]1[CH:51]=[CH:50][C:49]([S:52](Cl)(=[O:54])=[O:53])=[CH:48][CH:47]=1.Cl. The catalyst is N1C=CC=CC=1. The product is [C:1]([C:3]1[CH:8]=[CH:7][CH:6]=[CH:5][C:4]=1[C:9]1[CH:14]=[CH:13][C:12]([CH2:15][C:16]2[C:17](=[O:44])[N:18]([C@H:28]3[CH2:33][CH2:32][C@H:31]([O:34][CH:35]([CH2:41][CH2:42][O:43][S:52]([C:49]4[CH:50]=[CH:51][C:46]([CH3:45])=[CH:47][CH:48]=4)(=[O:54])=[O:53])[C:36]([O:38][CH2:39][CH3:40])=[O:37])[CH2:30][CH2:29]3)[C:19]3[N:20]([N:25]=[CH:26][N:27]=3)[C:21]=2[CH2:22][CH2:23][CH3:24])=[CH:11][CH:10]=1)#[N:2]. The yield is 0.650. (5) No catalyst specified. The reactants are [CH2:1]([N:8]([CH2:30][C:31]1[CH:36]=[CH:35][CH:34]=[CH:33][CH:32]=1)[C:9]1[CH:14]=[CH:13][C:12]([C:15]2[CH:24]=[C:23]3[C:18]([CH:19]=[CH:20][CH:21]=[N:22]3)=[C:17](Cl)[N:16]=2)=[CH:11][C:10]=1[C:26]([F:29])([F:28])[F:27])[C:2]1[CH:7]=[CH:6][CH:5]=[CH:4][CH:3]=1.[NH:37]1[CH2:42][CH2:41][O:40][CH2:39][CH2:38]1. The product is [CH2:1]([N:8]([CH2:30][C:31]1[CH:36]=[CH:35][CH:34]=[CH:33][CH:32]=1)[C:9]1[CH:14]=[CH:13][C:12]([C:15]2[CH:24]=[C:23]3[C:18]([CH:19]=[CH:20][CH:21]=[N:22]3)=[C:17]([N:37]3[CH2:42][CH2:41][O:40][CH2:39][CH2:38]3)[N:16]=2)=[CH:11][C:10]=1[C:26]([F:29])([F:28])[F:27])[C:2]1[CH:7]=[CH:6][CH:5]=[CH:4][CH:3]=1. The yield is 0.260. (6) The reactants are [C:1]([C:5]1[CH:10]=[CH:9][CH:8]=[CH:7][C:6]=1[NH2:11])([CH3:4])([CH3:3])[CH3:2].[N+:12]([O-])([O-:14])=[O:13].[K+]. The catalyst is S(=O)(=O)(O)O. The product is [C:1]([C:5]1[CH:10]=[CH:9][C:8]([N+:12]([O-:14])=[O:13])=[CH:7][C:6]=1[NH2:11])([CH3:4])([CH3:2])[CH3:3]. The yield is 0.640. (7) The reactants are [CH:1](OCC)(OCC)OCC.[NH2:11][C:12]1[CH:13]=[N:14][C:15]([NH:18][CH2:19][CH2:20][C@H:21]2[CH2:23][C@@H:22]2[CH:24]2[CH2:29][CH2:28][N:27]([C:30]([O:32][C:33]([CH3:36])([CH3:35])[CH3:34])=[O:31])[CH2:26][CH2:25]2)=[N:16][CH:17]=1.[N-:37]=[N+:38]=[N-:39].[Na+]. The catalyst is C(O)(=O)C. The product is [N:11]1([C:12]2[CH:17]=[N:16][C:15]([NH:18][CH2:19][CH2:20][C@H:21]3[CH2:23][C@@H:22]3[CH:24]3[CH2:29][CH2:28][N:27]([C:30]([O:32][C:33]([CH3:36])([CH3:35])[CH3:34])=[O:31])[CH2:26][CH2:25]3)=[N:14][CH:13]=2)[CH:1]=[N:39][N:38]=[N:37]1. The yield is 0.610. (8) The reactants are C[N:2](C)[CH:3]=[CH:4][C:5]([C:7]1[C:12](=[O:13])[CH:11]=[CH:10][N:9]([C:14]2[CH:19]=[CH:18][CH:17]=[CH:16][C:15]=2[O:20][CH3:21])[N:8]=1)=O.[C:23]1([NH:29]N)[CH:28]=[CH:27][CH:26]=[CH:25][CH:24]=1. The catalyst is CO. The product is [CH3:21][O:20][C:15]1[CH:16]=[CH:17][CH:18]=[CH:19][C:14]=1[N:9]1[CH:10]=[CH:11][C:12](=[O:13])[C:7]([C:5]2[N:29]([C:23]3[CH:28]=[CH:27][CH:26]=[CH:25][CH:24]=3)[N:2]=[CH:3][CH:4]=2)=[N:8]1. The yield is 0.0500. (9) The reactants are CCN(C(C)C)C(C)C.[CH3:10][O:11][C:12]1[CH:17]=[CH:16][CH:15]=[CH:14][C:13]=1[C:18]1[NH:22][N:21]=[C:20]([C:23]([NH:25][CH2:26][C:27]([OH:29])=O)=[O:24])[CH:19]=1.C1C=CC2N(O)N=NC=2C=1.CCN=C=NCCCN(C)C.Cl.[N:52]1([C:58]([C:60]2[CH:65]=[CH:64][CH:63]=[CH:62][C:61]=2[C:66]([F:69])([F:68])[F:67])=[O:59])[CH2:57][CH2:56][NH:55][CH2:54][CH2:53]1. The catalyst is CN(C=O)C.O. The product is [O:29]=[C:27]([N:55]1[CH2:56][CH2:57][N:52]([C:58](=[O:59])[C:60]2[CH:65]=[CH:64][CH:63]=[CH:62][C:61]=2[C:66]([F:69])([F:67])[F:68])[CH2:53][CH2:54]1)[CH2:26][NH:25][C:23]([C:20]1[CH:19]=[C:18]([C:13]2[CH:14]=[CH:15][CH:16]=[CH:17][C:12]=2[O:11][CH3:10])[NH:22][N:21]=1)=[O:24]. The yield is 0.357. (10) The yield is 0.770. The product is [N:7]1([CH:3]([C:15]2[CH:16]=[CH:17][S:13][CH:14]=2)[C:2]([OH:6])=[O:5])[CH2:12][CH2:11][CH2:10][CH2:9][CH2:8]1. The reactants are O.[C:2]([OH:6])(=[O:5])[CH:3]=O.[NH:7]1[CH2:12][CH2:11][CH2:10][CH2:9][CH2:8]1.[S:13]1[CH:17]=[CH:16][C:15](B(O)O)=[CH:14]1. The catalyst is C(Cl)Cl.